From a dataset of CYP2C9 inhibition data for predicting drug metabolism from PubChem BioAssay. Regression/Classification. Given a drug SMILES string, predict its absorption, distribution, metabolism, or excretion properties. Task type varies by dataset: regression for continuous measurements (e.g., permeability, clearance, half-life) or binary classification for categorical outcomes (e.g., BBB penetration, CYP inhibition). Dataset: cyp2c9_veith. (1) The drug is O=C(O)CNc1ccc(C(=O)O)cc1. The result is 0 (non-inhibitor). (2) The compound is COCCn1c(=O)cnc2cnc(Oc3cccc(Cl)c3)nc21. The result is 1 (inhibitor). (3) The drug is COc1ccc(CN2CCNCC2)c(OC)c1OC. The result is 0 (non-inhibitor).